Task: Predict the reaction yield, written as a fraction of the theoretical maximum amount of product (1.0 means a 100% yield; for example, 0.34 means a 34% yield).. Dataset: Reaction yield outcomes from USPTO patents with 853,638 reactions (1) The reactants are [Cl:1][C:2]1[C:10]2[NH:9][C:8](=O)[N:7]([CH2:12][C:13]([O:15][CH:16]([CH3:18])[CH3:17])=[O:14])[C:6]=2[C:5]([CH:19]([CH2:22][CH3:23])[CH2:20][CH3:21])=[CH:4][CH:3]=1.P(Cl)(Cl)([Cl:26])=O. No catalyst specified. The product is [Cl:26][C:8]1[N:7]([CH2:12][C:13]([O:15][CH:16]([CH3:18])[CH3:17])=[O:14])[C:6]2[C:5]([CH:19]([CH2:22][CH3:23])[CH2:20][CH3:21])=[CH:4][CH:3]=[C:2]([Cl:1])[C:10]=2[N:9]=1. The yield is 0.920. (2) The reactants are I.[NH2:2][NH:3][C:4]([NH:7][CH3:8])=[N:5][CH3:6].Cl.[C:10](Cl)(=O)[C:11]1[CH:16]=[CH:15][N:14]=[CH:13][CH:12]=1. The catalyst is N1C=CC=CC=1. The product is [CH3:8][NH:7][C:4]1[N:5]([CH3:6])[C:10]([C:11]2[CH:16]=[CH:15][N:14]=[CH:13][CH:12]=2)=[N:2][N:3]=1. The yield is 0.260. (3) The reactants are [CH3:1][C:2]([CH3:33])([CH3:32])[C:3](=[O:31])[CH2:4][O:5][C:6]1[CH:11]=[CH:10][C:9]([C:12]([C:17]2[CH:18]=[C:19]3[C:24](=[CH:25][CH:26]=2)[CH:23]=[C:22]([C:27](O)=[O:28])[CH:21]=[CH:20]3)([CH2:15][CH3:16])[CH2:13][CH3:14])=[CH:8][C:7]=1[CH3:30].Cl.[CH2:35]([O:37][C:38](=[O:42])[CH2:39][NH:40][CH3:41])[CH3:36].Cl. The catalyst is CN(C1C=CN=CC=1)C.O. The product is [CH2:35]([O:37][C:38](=[O:42])[CH2:39][NH:40][CH2:41][C:27]([C:22]1[CH:21]=[CH:20][C:19]2[C:24](=[CH:25][CH:26]=[C:17]([C:12]([C:9]3[CH:10]=[CH:11][C:6]([O:5][CH2:4][C:3](=[O:31])[C:2]([CH3:33])([CH3:32])[CH3:1])=[C:7]([CH3:30])[CH:8]=3)([CH2:13][CH3:14])[CH2:15][CH3:16])[CH:18]=2)[CH:23]=1)=[O:28])[CH3:36]. The yield is 0.780.